This data is from Forward reaction prediction with 1.9M reactions from USPTO patents (1976-2016). The task is: Predict the product of the given reaction. (1) Given the reactants C1(N2C(=O)C3=CNC4C=[CH:15][C:16]([N:19]5[CH2:24]CN[CH2:21][CH2:20]5)=CC=4C3=N2)C=CC=CC=1.[NH2:27][C:28]1[CH:37]=[CH:36][C:35]2[NH:34][CH:33]=[C:32]3[C:38](=[O:49])[N:39]([C:41]4[CH:46]=[CH:45][C:44]([O:47][CH3:48])=[CH:43][CH:42]=4)[N:40]=[C:31]3[C:30]=2[CH:29]=1.CN1CCNCC1, predict the reaction product. The product is: [CH3:48][O:47][C:44]1[CH:43]=[CH:42][C:41]([N:39]2[C:38](=[O:49])[C:32]3=[CH:33][NH:34][C:35]4[CH:36]=[CH:37][C:28]([N:27]5[CH2:21][CH2:20][N:19]([CH3:24])[CH2:16][CH2:15]5)=[CH:29][C:30]=4[C:31]3=[N:40]2)=[CH:46][CH:45]=1. (2) The product is: [F:12][C:13]1[CH:14]=[CH:15][C:16]([C:19]2[C:28]([C:29]([C:30]3[CH:35]=[CH:34][C:33]([C:36]([F:37])([F:38])[F:39])=[CH:32][CH:31]=3)=[O:40])=[C:27]([CH:41]([CH3:42])[CH3:43])[CH:26]=[C:25]3[C:20]=2[C@@H:21]([OH:46])[CH2:22][C:23]([CH3:44])([CH3:45])[O:24]3)=[CH:17][CH:18]=1. Given the reactants N[C@@H]1C2C(=CC=CC=2)C[C@@H]1O.[F:12][C:13]1[CH:18]=[CH:17][C:16]([C:19]2[C:28]([C:29](=[O:40])[C:30]3[CH:35]=[CH:34][C:33]([C:36]([F:39])([F:38])[F:37])=[CH:32][CH:31]=3)=[C:27]([CH:41]([CH3:43])[CH3:42])[CH:26]=[C:25]3[C:20]=2[C:21](=[O:46])[CH2:22][C:23]([CH3:45])([CH3:44])[O:24]3)=[CH:15][CH:14]=1.CO, predict the reaction product. (3) Given the reactants [Cl:1][C:2]1[C:3]([C:13]#[C:14][Si:15]([CH3:18])([CH3:17])[CH3:16])=[CH:4][C:5]([OH:12])=[C:6]([CH:11]=1)[C:7]([O:9][CH3:10])=[O:8].[N+:19]([O-])([OH:21])=[O:20].O, predict the reaction product. The product is: [Cl:1][C:2]1[C:3]([C:13]#[C:14][Si:15]([CH3:16])([CH3:18])[CH3:17])=[C:4]([N+:19]([O-:21])=[O:20])[C:5]([OH:12])=[C:6]([CH:11]=1)[C:7]([O:9][CH3:10])=[O:8]. (4) Given the reactants Br.Br[CH2:3][C:4]([C:6]1[CH:11]=[CH:10][N:9]=[CH:8][CH:7]=1)=O.[CH2:12]([O:14][C:15](=[O:25])[CH2:16][C:17](=O)[C:18]1[CH:23]=[CH:22][CH:21]=[CH:20][CH:19]=1)[CH3:13].[H-].[Na+].C([O-])(=O)C.[NH4+:32], predict the reaction product. The product is: [CH2:12]([O:14][C:15]([C:16]1[CH:3]=[C:4]([C:6]2[CH:11]=[CH:10][N:9]=[CH:8][CH:7]=2)[NH:32][C:17]=1[C:18]1[CH:23]=[CH:22][CH:21]=[CH:20][CH:19]=1)=[O:25])[CH3:13].